Dataset: Forward reaction prediction with 1.9M reactions from USPTO patents (1976-2016). Task: Predict the product of the given reaction. (1) Given the reactants [N+:1](/[CH:4]=[CH:5]/[C:6]1[CH:11]=[CH:10][CH:9]=[CH:8][CH:7]=1)([O-:3])=[O:2].C(O)(C(F)(F)F)=O.[CH2:19]([N:26]([CH2:30][Si](C)(C)C)[CH2:27]OC)[C:20]1[CH:25]=[CH:24][CH:23]=[CH:22][CH:21]=1, predict the reaction product. The product is: [CH2:19]([N:26]1[CH2:30][CH:5]([C:6]2[CH:11]=[CH:10][CH:9]=[CH:8][CH:7]=2)[CH:4]([N+:1]([O-:3])=[O:2])[CH2:27]1)[C:20]1[CH:25]=[CH:24][CH:23]=[CH:22][CH:21]=1. (2) The product is: [NH2:24][C:12]1[CH:11]=[C:10]([CH:15]=[CH:14][C:13]=1[O:16][C:17]1[CH:22]=[CH:21][C:20]([OH:23])=[CH:19][CH:18]=1)[C:9]([NH:8][C:5]1[CH:6]=[CH:7][C:2]([Br:1])=[CH:3][CH:4]=1)=[O:27]. Given the reactants [Br:1][C:2]1[CH:7]=[CH:6][C:5]([NH:8][C:9](=[O:27])[C:10]2[CH:15]=[CH:14][C:13]([O:16][C:17]3[CH:22]=[CH:21][C:20]([OH:23])=[CH:19][CH:18]=3)=[C:12]([N+:24]([O-])=O)[CH:11]=2)=[CH:4][CH:3]=1.C(=O)([O-])[O-].[Na+].[Na+], predict the reaction product. (3) The product is: [CH:20]([C:23]1[C:24]([O:42][CH2:43][C:44]2[CH:45]=[CH:46][C:47]([O:50][CH3:51])=[CH:48][CH:49]=2)=[CH:25][C:26]([O:32][CH2:33][C:34]2[CH:39]=[CH:38][C:37]([O:40][CH3:41])=[CH:36][CH:35]=2)=[C:27]([CH:31]=1)[C:28]([N:11]([CH2:12][C:13]([O:15][C:16]([CH3:19])([CH3:18])[CH3:17])=[O:14])[C:7]1[CH:6]=[C:5]2[C:10](=[CH:9][CH:8]=1)[N:2]([CH3:1])[CH:3]=[CH:4]2)=[O:29])([CH3:22])[CH3:21]. Given the reactants [CH3:1][N:2]1[C:10]2[C:5](=[CH:6][C:7]([NH:11][CH2:12][C:13]([O:15][C:16]([CH3:19])([CH3:18])[CH3:17])=[O:14])=[CH:8][CH:9]=2)[CH:4]=[CH:3]1.[CH:20]([C:23]1[C:24]([O:42][CH2:43][C:44]2[CH:49]=[CH:48][C:47]([O:50][CH3:51])=[CH:46][CH:45]=2)=[CH:25][C:26]([O:32][CH2:33][C:34]2[CH:39]=[CH:38][C:37]([O:40][CH3:41])=[CH:36][CH:35]=2)=[C:27]([CH:31]=1)[C:28](O)=[O:29])([CH3:22])[CH3:21].C(N=C=NCCCN(C)C)C, predict the reaction product. (4) The product is: [CH:13]1([CH:18]([C:19]2[CH:24]=[CH:23][CH:22]=[CH:21][N:20]=2)[NH:25][C:1](=[O:2])[CH3:3])[CH2:14][CH2:15][CH2:16][CH2:17]1. Given the reactants [C:1](Cl)([CH3:3])=[O:2].CCN(CC)CC.Cl.[CH:13]1([CH:18]([NH2:25])[C:19]2[CH:24]=[CH:23][CH:22]=[CH:21][N:20]=2)[CH2:17][CH2:16][CH2:15][CH2:14]1, predict the reaction product. (5) Given the reactants [NH2:1][C:2]1[CH:14]=[C:13]([CH2:15][CH2:16][C:17]2[CH:26]=[CH:25][C:20]3[O:21][CH2:22][CH2:23][O:24][C:19]=3[CH:18]=2)[CH:12]=[CH:11][C:3]=1[C:4]([O:6][C:7]([CH3:10])([CH3:9])[CH3:8])=[O:5].I[C:28]1[CH:29]=[C:30]([OH:34])[CH:31]=[CH:32][CH:33]=1.C(=O)([O-])[O-].[Cs+].[Cs+].C1(P(C2CCCCC2)C2C=CC=CC=2C2C(C(C)C)=CC(C(C)C)=CC=2C(C)C)CCCCC1, predict the reaction product. The product is: [O:21]1[C:20]2[CH:25]=[CH:26][C:17]([CH2:16][CH2:15][C:13]3[CH:12]=[CH:11][C:3]([C:4]([O:6][C:7]([CH3:10])([CH3:9])[CH3:8])=[O:5])=[C:2]([NH:1][C:28]4[CH:33]=[CH:32][CH:31]=[C:30]([OH:34])[CH:29]=4)[CH:14]=3)=[CH:18][C:19]=2[O:24][CH2:23][CH2:22]1. (6) Given the reactants O1CCCC1.COP([CH2:12][C:13]([O:15][C:16]([CH3:19])([CH3:18])[CH3:17])=[O:14])(OC)=O.[H-].[Na+].[CH:22]([C:26]1[CH2:27][C@@H:28]2[C@H:31]([CH:32]=1)[C:30](=O)[CH2:29]2)([CH2:24][CH3:25])[CH3:23], predict the reaction product. The product is: [CH:22]([C:26]1[CH2:32][C@@H:31]2[C@H:28]([CH:27]=1)[C:29](=[CH:12][C:13]([O:15][C:16]([CH3:19])([CH3:18])[CH3:17])=[O:14])[CH2:30]2)([CH2:24][CH3:25])[CH3:23]. (7) Given the reactants [CH2:1]([N:8]([CH2:12][C:13]1[CH:18]=[C:17]([C:19]([F:22])([F:21])[F:20])[CH:16]=[CH:15][C:14]=1[C:23]1[C:24]([O:30][CH3:31])=[N:25][CH:26]=[C:27](Br)[CH:28]=1)[C:9](=[O:11])[CH3:10])[C:2]1[CH:7]=[CH:6][CH:5]=[CH:4][CH:3]=1.[CH3:32][Si:33]([C:36]#[CH:37])([CH3:35])[CH3:34].C(Cl)Cl.O, predict the reaction product. The product is: [CH2:1]([N:8]([CH2:12][C:13]1[CH:18]=[C:17]([C:19]([F:22])([F:21])[F:20])[CH:16]=[CH:15][C:14]=1[C:23]1[C:24]([O:30][CH3:31])=[N:25][CH:26]=[C:27]([C:37]#[C:36][Si:33]([CH3:35])([CH3:34])[CH3:32])[CH:28]=1)[C:9](=[O:11])[CH3:10])[C:2]1[CH:7]=[CH:6][CH:5]=[CH:4][CH:3]=1. (8) Given the reactants C12(COC3C(I)=CC(C(O)=O)=C(F)C=3)CC3CC(CC(C3)C1)C2.[CH:24]1([CH2:29][O:30][C:31]2[C:39]([CH:40]3[CH2:42][CH2:41]3)=[CH:38][C:34]([C:35]([OH:37])=O)=[C:33]([F:43])[CH:32]=2)[CH2:28][CH2:27][CH2:26][CH2:25]1.N1(S(N)(=O)=O)CCC1.[CH3:52][O:53][CH:54]1[CH2:57][N:56]([S:58]([NH2:61])(=[O:60])=[O:59])[CH2:55]1, predict the reaction product. The product is: [CH:24]1([CH2:29][O:30][C:31]2[C:39]([CH:40]3[CH2:42][CH2:41]3)=[CH:38][C:34]([C:35]([NH:61][S:58]([N:56]3[CH2:57][CH:54]([O:53][CH3:52])[CH2:55]3)(=[O:60])=[O:59])=[O:37])=[C:33]([F:43])[CH:32]=2)[CH2:25][CH2:26][CH2:27][CH2:28]1. (9) Given the reactants [C:1]([O:4][CH2:5][CH:6]1[C:10]2[CH:11]=[C:12]([Br:15])[CH:13]=[CH:14][C:9]=2[S:8](=[O:17])(=[O:16])[NH:7]1)(=[O:3])[CH3:2].C([O-])([O-])=O.[K+].[K+].Br[CH2:25][CH:26]=[CH2:27].O, predict the reaction product. The product is: [C:1]([O:4][CH2:5][CH:6]1[C:10]2[CH:11]=[C:12]([Br:15])[CH:13]=[CH:14][C:9]=2[S:8](=[O:16])(=[O:17])[N:7]1[CH2:27][CH:26]=[CH2:25])(=[O:3])[CH3:2].